Dataset: Peptide-MHC class I binding affinity with 185,985 pairs from IEDB/IMGT. Task: Regression. Given a peptide amino acid sequence and an MHC pseudo amino acid sequence, predict their binding affinity value. This is MHC class I binding data. (1) The MHC is HLA-A02:01 with pseudo-sequence HLA-A02:01. The peptide sequence is MDSRPQKIW. The binding affinity (normalized) is 0. (2) The peptide sequence is AVINTTCNYGQ. The MHC is HLA-B57:01 with pseudo-sequence HLA-B57:01. The binding affinity (normalized) is 0.200.